This data is from Reaction yield outcomes from USPTO patents with 853,638 reactions. The task is: Predict the reaction yield, written as a fraction of the theoretical maximum amount of product (1.0 means a 100% yield; for example, 0.34 means a 34% yield). (1) The reactants are [CH3:1][O:2][C:3]1[CH:11]=[CH:10][C:6]([C:7]([NH2:9])=[O:8])=[CH:5][CH:4]=1.Br[C:13]1[CH:18]=[CH:17][C:16]([N+:19]([O-:21])=[O:20])=[CH:15][CH:14]=1.C([O-])([O-])=O.[Cs+].[Cs+]. The catalyst is O1CCOCC1.CC([O-])=O.CC([O-])=O.[Pd+2].CC1(C)C2C(=C(P(C3C=CC=CC=3)C3C=CC=CC=3)C=CC=2)OC2C(P(C3C=CC=CC=3)C3C=CC=CC=3)=CC=CC1=2. The product is [CH3:1][O:2][C:3]1[CH:11]=[CH:10][C:6]([C:7]([NH:9][C:13]2[CH:18]=[CH:17][C:16]([N+:19]([O-:21])=[O:20])=[CH:15][CH:14]=2)=[O:8])=[CH:5][CH:4]=1. The yield is 0.600. (2) The yield is 1.00. The catalyst is C(O)(=O)C. The reactants are [NH:1]1[C:5]([C:6]2[CH:7]=[C:8]([CH:16]=[C:17]([C:19]([F:22])([F:21])[F:20])[CH:18]=2)[C:9]([O:11]C(C)(C)C)=[O:10])=[CH:4][N:3]=[CH:2]1.Cl. The product is [NH:1]1[C:5]([C:6]2[CH:7]=[C:8]([CH:16]=[C:17]([C:19]([F:20])([F:21])[F:22])[CH:18]=2)[C:9]([OH:11])=[O:10])=[CH:4][N:3]=[CH:2]1. (3) The reactants are C1(P(C2C=CC=CC=2)C2C=CC=CC=2)C=CC=CC=1.[C:20]([Cl:24])(Cl)(Cl)Cl.[CH3:25][S:26]([CH2:29][C:30]1[CH:35]=[CH:34][C:33](CO)=[CH:32][CH:31]=1)(=[O:28])=[O:27]. The catalyst is O1CCCC1. The product is [Cl:24][CH2:20][C:33]1[CH:32]=[CH:31][C:30]([CH2:29][S:26]([CH3:25])(=[O:28])=[O:27])=[CH:35][CH:34]=1. The yield is 0.670.